Task: Predict the reactants needed to synthesize the given product.. Dataset: Full USPTO retrosynthesis dataset with 1.9M reactions from patents (1976-2016) The reactants are: C(OC([N:8]1[CH2:12][CH2:11][CH2:10][C@@H:9]1[CH2:13][O:14][C:15]1[CH:20]=[CH:19][C:18]([NH:21][C:22]2[CH:27]=[CH:26][CH:25]=[CH:24][CH:23]=2)=[CH:17][CH:16]=1)=O)(C)(C)C.Cl. Given the product [C:22]1([NH:21][C:18]2[CH:19]=[CH:20][C:15]([O:14][CH2:13][C@H:9]3[CH2:10][CH2:11][CH2:12][NH:8]3)=[CH:16][CH:17]=2)[CH:23]=[CH:24][CH:25]=[CH:26][CH:27]=1, predict the reactants needed to synthesize it.